Dataset: Peptide-MHC class II binding affinity with 134,281 pairs from IEDB. Task: Regression. Given a peptide amino acid sequence and an MHC pseudo amino acid sequence, predict their binding affinity value. This is MHC class II binding data. (1) The peptide sequence is DDMIAAYTAALVSGT. The MHC is DRB1_0101 with pseudo-sequence DRB1_0101. The binding affinity (normalized) is 1.00. (2) The peptide sequence is GGFFTSVGKGIHTVF. The MHC is DRB5_0101 with pseudo-sequence DRB5_0101. The binding affinity (normalized) is 0.834. (3) The peptide sequence is YPKYVKQNTLKLAT. The MHC is DRB1_0404 with pseudo-sequence DRB1_0404. The binding affinity (normalized) is 0.450. (4) The MHC is DRB1_0401 with pseudo-sequence DRB1_0401. The binding affinity (normalized) is 0.518. The peptide sequence is DFGFYQVKTETTILD. (5) The peptide sequence is FWYVNHTGFNVHSLP. The MHC is DRB4_0101 with pseudo-sequence DRB4_0103. The binding affinity (normalized) is 0.233. (6) The peptide sequence is PLYKLVHVFINTQYA. The MHC is HLA-DQA10101-DQB10501 with pseudo-sequence HLA-DQA10101-DQB10501. The binding affinity (normalized) is 0.666. (7) The peptide sequence is FDPYGATISAKPESA. The MHC is HLA-DQA10301-DQB10302 with pseudo-sequence HLA-DQA10301-DQB10302. The binding affinity (normalized) is 0.458. (8) The peptide sequence is EKKYFAMTQFEPLAA. The MHC is HLA-DPA10301-DPB10402 with pseudo-sequence HLA-DPA10301-DPB10402. The binding affinity (normalized) is 0.836. (9) The peptide sequence is GVTCGPGHGISVGSL. The MHC is HLA-DPA10201-DPB10501 with pseudo-sequence HLA-DPA10201-DPB10501. The binding affinity (normalized) is 0.0507. (10) The MHC is DRB1_0401 with pseudo-sequence DRB1_0401. The binding affinity (normalized) is 0. The peptide sequence is PVTGCGERTEGRCLHYTV.